Dataset: Forward reaction prediction with 1.9M reactions from USPTO patents (1976-2016). Task: Predict the product of the given reaction. (1) The product is: [NH2:2][C:1]1[C:3]2[C:4]([O:5][CH2:6][C:7]([NH:10][C:11](=[O:18])[C:12]3[CH:13]=[CH:14][N:15]=[CH:16][CH:17]=3)([CH3:9])[CH3:8])=[CH:19][CH:20]=[CH:21][C:22]=2[NH:23][S:24](=[O:26])(=[O:27])[N:25]=1. Given the reactants [C:1]([C:3]1[C:22]([NH:23][S:24](=[O:27])(=[O:26])[NH2:25])=[CH:21][CH:20]=[CH:19][C:4]=1[O:5][CH2:6][C:7]([NH:10][C:11](=[O:18])[C:12]1[CH:17]=[CH:16][N:15]=[CH:14][CH:13]=1)([CH3:9])[CH3:8])#[N:2].[OH-].[Na+].Cl, predict the reaction product. (2) Given the reactants [OH:1][C:2]1[C:3]([O:15][CH2:16][CH2:17][O:18][CH3:19])=[C:4]([CH:9]=[C:10]([N+:12]([O-:14])=[O:13])[CH:11]=1)[C:5]([O:7][CH3:8])=[O:6].C(=O)([O-])[O-].[K+].[K+].C(#N)C.Br[CH2:30][CH2:31][O:32][CH3:33], predict the reaction product. The product is: [CH3:19][O:18][CH2:17][CH2:16][O:15][C:3]1[C:2]([O:1][CH2:30][CH2:31][O:32][CH3:33])=[CH:11][C:10]([N+:12]([O-:14])=[O:13])=[CH:9][C:4]=1[C:5]([O:7][CH3:8])=[O:6]. (3) Given the reactants Br[C:2]1[CH:8]=[CH:7][CH:6]=[C:5]([CH3:9])[C:3]=1[NH2:4].[C:10]([Cu])#[N:11].N, predict the reaction product. The product is: [NH2:4][C:3]1[C:5]([CH3:9])=[CH:6][CH:7]=[CH:8][C:2]=1[C:10]#[N:11].